This data is from TCR-epitope binding with 47,182 pairs between 192 epitopes and 23,139 TCRs. The task is: Binary Classification. Given a T-cell receptor sequence (or CDR3 region) and an epitope sequence, predict whether binding occurs between them. (1) The epitope is TLIGDCATV. The TCR CDR3 sequence is CASSYGGSYNEQFF. Result: 1 (the TCR binds to the epitope). (2) The epitope is ELAGIGILTV. The TCR CDR3 sequence is CASSQGTGTGYEQYF. Result: 1 (the TCR binds to the epitope). (3) The epitope is VLQAVGACV. The TCR CDR3 sequence is CASSLGATEQYF. Result: 0 (the TCR does not bind to the epitope).